This data is from Reaction yield outcomes from USPTO patents with 853,638 reactions. The task is: Predict the reaction yield, written as a fraction of the theoretical maximum amount of product (1.0 means a 100% yield; for example, 0.34 means a 34% yield). The yield is 0.690. The catalyst is CN(C=O)C.O. The reactants are [OH:1][C:2]1[CH:3]=[C:4]2[C:9](=[CH:10][CH:11]=1)[C:8](=[O:12])[CH2:7][CH2:6][CH2:5]2.C([O-])([O-])=O.[K+].[K+].[CH:19]1[CH:24]=[CH:23][C:22]([CH2:25]Br)=[CH:21][CH:20]=1. The product is [CH2:25]([O:1][C:2]1[CH:3]=[C:4]2[C:9](=[CH:10][CH:11]=1)[C:8](=[O:12])[CH2:7][CH2:6][CH2:5]2)[C:22]1[CH:23]=[CH:24][CH:19]=[CH:20][CH:21]=1.